This data is from NCI-60 drug combinations with 297,098 pairs across 59 cell lines. The task is: Regression. Given two drug SMILES strings and cell line genomic features, predict the synergy score measuring deviation from expected non-interaction effect. (1) Drug 1: CN1CCC(CC1)COC2=C(C=C3C(=C2)N=CN=C3NC4=C(C=C(C=C4)Br)F)OC. Drug 2: C1C(C(OC1N2C=NC3=C2NC=NCC3O)CO)O. Cell line: CAKI-1. Synergy scores: CSS=31.6, Synergy_ZIP=-8.21, Synergy_Bliss=-5.97, Synergy_Loewe=-10.4, Synergy_HSA=-1.62. (2) Drug 2: CC1CCCC2(C(O2)CC(NC(=O)CC(C(C(=O)C(C1O)C)(C)C)O)C(=CC3=CSC(=N3)C)C)C. Drug 1: CCC1=C2CN3C(=CC4=C(C3=O)COC(=O)C4(CC)O)C2=NC5=C1C=C(C=C5)O. Cell line: MDA-MB-231. Synergy scores: CSS=32.1, Synergy_ZIP=-5.66, Synergy_Bliss=-5.96, Synergy_Loewe=-3.62, Synergy_HSA=-2.47.